From a dataset of Catalyst prediction with 721,799 reactions and 888 catalyst types from USPTO. Predict which catalyst facilitates the given reaction. (1) Product: [O:23]=[C:18]1[NH:19][C:20](=[O:22])[C:21](=[CH:1][C:3]2[O:7][C:6]([C:8]3[CH:9]=[N:10][CH:11]=[C:12]([CH:16]=3)[C:13]([OH:15])=[O:14])=[CH:5][CH:4]=2)[S:17]1. The catalyst class is: 360. Reactant: [CH:1]([C:3]1[O:7][C:6]([C:8]2[CH:9]=[N:10][CH:11]=[C:12]([CH:16]=2)[C:13]([OH:15])=[O:14])=[CH:5][CH:4]=1)=O.[S:17]1[CH2:21][C:20](=[O:22])[NH:19][C:18]1=[O:23]. (2) Reactant: C[O:2][C:3](=[O:13])[CH:4]([OH:12])[CH2:5][CH:6]1[CH2:11][CH2:10][CH2:9][CH2:8][CH2:7]1.[OH-].[Li+]. Product: [CH:6]1([CH2:5][CH:4]([OH:12])[C:3]([OH:13])=[O:2])[CH2:11][CH2:10][CH2:9][CH2:8][CH2:7]1. The catalyst class is: 20. (3) Reactant: [Br:1][C:2]1[C:7]([F:8])=[CH:6][C:5]([C:9]([C:11]2[CH:16]=[CH:15][N:14]=[CH:13][CH:12]=2)=[NH:10])=[C:4]([F:17])[CH:3]=1.Cl.NO.C([O-])(=[O:23])C.[Na+]. Product: [Br:1][C:2]1[C:7]([F:8])=[CH:6][C:5]([C:9]([C:11]2[CH:12]=[CH:13][N:14]=[CH:15][CH:16]=2)=[N:10][OH:23])=[C:4]([F:17])[CH:3]=1. The catalyst class is: 40. (4) Reactant: [CH3:1][CH2:2][O:3]/[C:4](/[O-:8])=[CH:5]/[N+]#N.[CH2:9]=[CH:10][C:11]1[CH:16]=[CH:15][CH:14]=[CH:13][CH:12]=1. Product: [C:11]1([C@H:10]2[CH2:9][C@H:5]2[C:4]([O:3][CH2:2][CH3:1])=[O:8])[CH:16]=[CH:15][CH:14]=[CH:13][CH:12]=1. The catalyst class is: 22. (5) Product: [CH3:1][O:2][C:3]([C:5]1[CH:13]=[CH:12][C:8]([C:9]([NH:29][CH2:28][CH:25]2[CH2:26][CH2:27][N:22]([C:18]3[N:17]=[C:16]([C:15]([F:31])([F:30])[F:14])[CH:21]=[CH:20][N:19]=3)[CH2:23][CH2:24]2)=[O:11])=[CH:7][N:6]=1)=[O:4]. The catalyst class is: 9. Reactant: [CH3:1][O:2][C:3]([C:5]1[CH:13]=[CH:12][C:8]([C:9]([OH:11])=O)=[CH:7][N:6]=1)=[O:4].[F:14][C:15]([F:31])([F:30])[C:16]1[CH:21]=[CH:20][N:19]=[C:18]([N:22]2[CH2:27][CH2:26][CH:25]([CH2:28][NH2:29])[CH2:24][CH2:23]2)[N:17]=1.OC1C2N=NNC=2C=CC=1.Cl.CN(C)CCCN=C=NCC.C(N(CC)C(C)C)(C)C. (6) Reactant: [S:1]([C:5]1[CH:13]=[CH:12][C:8]([C:9]([OH:11])=[O:10])=[CH:7][CH:6]=1)(=[O:4])(=[O:3])[NH2:2].[CH:14]1([N:17]2[CH2:22][CH2:21][N:20]([C:23]3[CH:28]=[C:27]([CH2:29][N:30]4[C:34]([CH3:35])=[CH:33][C:32]([C:36]5[O:40][N:39]=[C:38]([C:41]6[CH:46]=[CH:45][C:44]([O:47][C:48]([F:51])([F:50])[F:49])=[CH:43][CH:42]=6)[N:37]=5)=[N:31]4)[CH:26]=[CH:25][N:24]=3)[CH2:19][CH2:18]2)[CH2:16][CH2:15]1. Product: [S:1]([C:5]1[CH:6]=[CH:7][C:8]([C:9]([OH:11])=[O:10])=[CH:12][CH:13]=1)(=[O:3])(=[O:4])[NH2:2].[CH:14]1([N:17]2[CH2:22][CH2:21][N:20]([C:23]3[CH:28]=[C:27]([CH2:29][N:30]4[C:34]([CH3:35])=[CH:33][C:32]([C:36]5[O:40][N:39]=[C:38]([C:41]6[CH:46]=[CH:45][C:44]([O:47][C:48]([F:51])([F:49])[F:50])=[CH:43][CH:42]=6)[N:37]=5)=[N:31]4)[CH:26]=[CH:25][N:24]=3)[CH2:19][CH2:18]2)[CH2:16][CH2:15]1. The catalyst class is: 1. (7) Reactant: [Cl:1][C:2]1[CH:7]=[CH:6][CH:5]=[C:4]([F:8])[C:3]=1[C:9]1[N:10]([C:24]([O:26][C:27]([CH3:30])([CH3:29])[CH3:28])=[O:25])[C:11]2[C:16]([CH:17]=1)=[CH:15][C:14]([C:18]([O:20]CC=C)=[O:19])=[CH:13][CH:12]=2.N1CCOCC1.O.C(O)(=O)C. Product: [C:27]([O:26][C:24]([N:10]1[C:11]2[C:16](=[CH:15][C:14]([C:18]([OH:20])=[O:19])=[CH:13][CH:12]=2)[CH:17]=[C:9]1[C:3]1[C:4]([F:8])=[CH:5][CH:6]=[CH:7][C:2]=1[Cl:1])=[O:25])([CH3:30])([CH3:28])[CH3:29]. The catalyst class is: 176. (8) Reactant: [CH2:1]([O:8][C:9]1[CH:10]=[C:11]([OH:15])[CH:12]=[CH:13][CH:14]=1)[C:2]1[CH:7]=[CH:6][CH:5]=[CH:4][CH:3]=1.C(N(C(C)C)CC)(C)C.[Cl:25][C:26]1[CH:31]=[CH:30][CH:29]=[CH:28][C:27]=1[S:32](Cl)(=[O:34])=[O:33]. Product: [CH2:1]([O:8][C:9]1[CH:10]=[C:11]([O:15][S:32]([C:27]2[CH:28]=[CH:29][CH:30]=[CH:31][C:26]=2[Cl:25])(=[O:34])=[O:33])[CH:12]=[CH:13][CH:14]=1)[C:2]1[CH:3]=[CH:4][CH:5]=[CH:6][CH:7]=1. The catalyst class is: 2.